This data is from Forward reaction prediction with 1.9M reactions from USPTO patents (1976-2016). The task is: Predict the product of the given reaction. (1) Given the reactants [C:1]([NH:4][C:5]1[CH:10]=[CH:9][C:8]([NH:11][C:12](=[O:19])OCC(Cl)(Cl)Cl)=[CH:7][CH:6]=1)(=[O:3])[CH3:2].[C:20]1([C:26]2[N:30]=[C:29]([N:31]3[CH2:36][CH2:35][NH:34][CH2:33][CH2:32]3)[S:28][N:27]=2)[CH:25]=[CH:24][CH:23]=[CH:22][CH:21]=1.C(N(C(C)C)CC)(C)C.CS(C)=O, predict the reaction product. The product is: [C:1]([NH:4][C:5]1[CH:6]=[CH:7][C:8]([NH:11][C:12]([N:34]2[CH2:35][CH2:36][N:31]([C:29]3[S:28][N:27]=[C:26]([C:20]4[CH:25]=[CH:24][CH:23]=[CH:22][CH:21]=4)[N:30]=3)[CH2:32][CH2:33]2)=[O:19])=[CH:9][CH:10]=1)(=[O:3])[CH3:2]. (2) Given the reactants [CH3:1][O:2][C:3]([C:5]1[CH:10]=[C:9]([CH3:11])[N:8]=[C:7](Cl)[N:6]=1)=[O:4].[C:13]1(B(O)O)[CH:18]=[CH:17][CH:16]=[CH:15][CH:14]=1.P([O-])([O-])([O-])=O.[K+].[K+].[K+].O.CC(=O)OCC, predict the reaction product. The product is: [CH3:1][O:2][C:3]([C:5]1[CH:10]=[C:9]([CH3:11])[N:8]=[C:7]([C:13]2[CH:18]=[CH:17][CH:16]=[CH:15][CH:14]=2)[N:6]=1)=[O:4]. (3) Given the reactants [CH3:1][O:2][C:3]1[N:8]=[CH:7][C:6]([N:9]2[C:13]([C:14]3[CH:19]=[CH:18][CH:17]=[CH:16][N:15]=3)=[N:12][C:11]([C:20]([OH:22])=O)=[N:10]2)=[CH:5][CH:4]=1.Cl.C(N=C=NCCCN(C)C)C.ON1C2C=CC=CC=2N=N1.[C:45]([NH2:49])([CH3:48])([CH3:47])[CH3:46], predict the reaction product. The product is: [C:45]([NH:49][C:20]([C:11]1[N:12]=[C:13]([C:14]2[CH:19]=[CH:18][CH:17]=[CH:16][N:15]=2)[N:9]([C:6]2[CH:7]=[N:8][C:3]([O:2][CH3:1])=[CH:4][CH:5]=2)[N:10]=1)=[O:22])([CH3:48])([CH3:47])[CH3:46]. (4) Given the reactants C(O[C:4](=[O:17])[C:5](=[N:8][NH:9][C:10]1[CH:15]=[CH:14][CH:13]=[CH:12][C:11]=1[Br:16])[C:6]#[N:7])C.[CH2:18]([NH2:22])[CH2:19][CH2:20][CH3:21].C(N(CC)CC)C, predict the reaction product. The product is: [Br:16][C:11]1[CH:12]=[CH:13][CH:14]=[CH:15][C:10]=1[NH:9][N:8]=[C:5]([C:6]#[N:7])[C:4]([NH:22][CH2:18][CH2:19][CH2:20][CH3:21])=[O:17]. (5) The product is: [F:1][C:2]1[CH:7]=[CH:6][C:5]([S:8]([CH:9]([C:20]2[C:25]([F:26])=[CH:24][CH:23]=[C:22]([F:27])[C:21]=2[F:28])[C:10]2[C:11]([CH3:19])=[CH:12][C:13]([C:16]([NH2:18])=[O:17])=[N:14][CH:15]=2)=[O:37])=[CH:4][CH:3]=1. Given the reactants [F:1][C:2]1[CH:7]=[CH:6][C:5]([S:8][CH:9]([C:20]2[C:25]([F:26])=[CH:24][CH:23]=[C:22]([F:27])[C:21]=2[F:28])[C:10]2[C:11]([CH3:19])=[CH:12][C:13]([C:16]([NH2:18])=[O:17])=[N:14][CH:15]=2)=[CH:4][CH:3]=1.ClC1C=CC=C(C(OO)=[O:37])C=1, predict the reaction product.